Dataset: Full USPTO retrosynthesis dataset with 1.9M reactions from patents (1976-2016). Task: Predict the reactants needed to synthesize the given product. (1) Given the product [CH3:1][NH:2][C:3]([N:5]1[C:13]2[C:8](=[CH:9][C:10]([O:14][C:15]3[C:20]([I:22])=[CH:19][N:18]=[C:17]([NH2:21])[N:16]=3)=[CH:11][CH:12]=2)[CH:7]=[CH:6]1)=[O:4], predict the reactants needed to synthesize it. The reactants are: [CH3:1][NH:2][C:3]([N:5]1[C:13]2[C:8](=[CH:9][C:10]([O:14][C:15]3[CH:20]=[CH:19][N:18]=[C:17]([NH2:21])[N:16]=3)=[CH:11][CH:12]=2)[CH:7]=[CH:6]1)=[O:4].[I:22]N1C(=O)CCC1=O. (2) Given the product [F:1][C:2]1[CH:7]=[CH:6][C:5]([C@H:8]([NH:10][C@H:11]2[CH2:15][CH2:14][C@@H:13]([C:16]3[CH:26]=[CH:25][C:19]([O:20][CH2:21][C:22]([NH:30][CH2:31][CH2:32][NH:33][S:34]([CH3:37])(=[O:36])=[O:35])=[O:23])=[CH:18][CH:17]=3)[CH2:12]2)[CH3:9])=[CH:4][C:3]=1[O:27][CH3:28], predict the reactants needed to synthesize it. The reactants are: [F:1][C:2]1[CH:7]=[CH:6][C:5]([C@H:8]([NH:10][C@H:11]2[CH2:15][CH2:14][C@@H:13]([C:16]3[CH:26]=[CH:25][C:19]([O:20][CH2:21][C:22](O)=[O:23])=[CH:18][CH:17]=3)[CH2:12]2)[CH3:9])=[CH:4][C:3]=1[O:27][CH3:28].Cl.[NH2:30][CH2:31][CH2:32][NH:33][S:34]([CH3:37])(=[O:36])=[O:35].